Dataset: Full USPTO retrosynthesis dataset with 1.9M reactions from patents (1976-2016). Task: Predict the reactants needed to synthesize the given product. Given the product [CH2:1]([N:3]1[C:8]2=[N:9][C:10]([NH:28][CH2:29][CH2:30][O:31][CH2:32][CH2:33][OH:34])=[N:11][CH:12]=[C:7]2[CH2:6][N:5]([C:16]2[CH:21]=[C:20]([O:22][CH3:23])[CH:19]=[C:18]([O:24][CH3:25])[C:17]=2[F:26])[C:4]1=[O:27])[CH3:2], predict the reactants needed to synthesize it. The reactants are: [CH2:1]([N:3]1[C:8]2=[N:9][C:10](S(C)=O)=[N:11][CH:12]=[C:7]2[CH2:6][N:5]([C:16]2[CH:21]=[C:20]([O:22][CH3:23])[CH:19]=[C:18]([O:24][CH3:25])[C:17]=2[F:26])[C:4]1=[O:27])[CH3:2].[NH2:28][CH2:29][CH2:30][O:31][CH2:32][CH2:33][OH:34].